The task is: Predict which catalyst facilitates the given reaction.. This data is from Catalyst prediction with 721,799 reactions and 888 catalyst types from USPTO. (1) Reactant: [Br:1][C:2]1[C:3]([C:24]2[CH:29]=[CH:28][N:27]=[C:26]([N:30](C(OC(C)(C)C)=O)[CH3:31])[N:25]=2)=[C:4]([C:17]2[CH:22]=[CH:21][C:20]([F:23])=[CH:19][CH:18]=2)[N:5]([Si](C(C)C)(C(C)C)C(C)C)[CH:6]=1.O1CCCC1.O.C(=O)([O-])O.[Na+]. Product: [Br:1][C:2]1[C:3]([C:24]2[CH:29]=[CH:28][N:27]=[C:26]([NH:30][CH3:31])[N:25]=2)=[C:4]([C:17]2[CH:18]=[CH:19][C:20]([F:23])=[CH:21][CH:22]=2)[NH:5][CH:6]=1. The catalyst class is: 89. (2) Reactant: [Br:1][C:2]1[C:7]2=[N:8][C:9]([C:12]([OH:14])=O)=[CH:10][N:11]=[C:6]2[CH:5]=[N:4][CH:3]=1.[NH:15]1[CH2:20][CH2:19][O:18][CH2:17][CH2:16]1.C(N(CC)CC)C.F[P-](F)(F)(F)(F)F.N1(OC(N(C)C)=[N+](C)C)C2N=CC=CC=2N=N1. Product: [Br:1][C:2]1[C:7]2=[N:8][C:9]([C:12]([N:15]3[CH2:20][CH2:19][O:18][CH2:17][CH2:16]3)=[O:14])=[CH:10][N:11]=[C:6]2[CH:5]=[N:4][CH:3]=1. The catalyst class is: 9. (3) Reactant: [C:1]1([OH:7])[CH:6]=[CH:5][CH:4]=[CH:3][CH:2]=1.Br[C:9]([CH3:16])([CH3:15])[C:10]([O:12][CH2:13][CH3:14])=[O:11].C(=O)([O-])[O-].[Cs+].[Cs+]. Product: [CH2:13]([O:12][C:10](=[O:11])[C:9]([CH3:16])([O:7][C:1]1[CH:6]=[CH:5][CH:4]=[CH:3][CH:2]=1)[CH3:15])[CH3:14]. The catalyst class is: 18. (4) Reactant: [Br:1][C:2]1[CH:7]=[CH:6][N:5]=[C:4]([C:8]([OH:10])=O)[CH:3]=1.CN1CCOCC1.F[P-](F)(F)(F)(F)F.N1(OC(N(C)C)=[N+](C)C)C2N=CC=CC=2N=N1.[NH2:42][C:43]1[CH:48]=[CH:47][CH:46]=[CH:45][CH:44]=1. Product: [C:43]1([NH:42][C:8]([C:4]2[CH:3]=[C:2]([Br:1])[CH:7]=[CH:6][N:5]=2)=[O:10])[CH:48]=[CH:47][CH:46]=[CH:45][CH:44]=1. The catalyst class is: 9. (5) Reactant: [CH:1]12[O:8][CH:5]([CH2:6][CH2:7]1)[CH2:4][N:3]([C:9]1[N:14]=[C:13]([C:15]3[CH:21]=[CH:20][C:18]([NH2:19])=[CH:17][CH:16]=3)[N:12]=[C:11]3[N:22]([CH:25]4[CH2:30][CH2:29][N:28]([CH2:31][C:32]([F:35])([F:34])[F:33])[CH2:27][CH2:26]4)[N:23]=[CH:24][C:10]=13)[CH2:2]2.[CH2:36]([N:38]([CH2:41]C)CC)C.ClC(Cl)([O:46]C(=O)OC(Cl)(Cl)Cl)Cl.CN. Product: [CH3:36][NH:38][C:41]([NH:19][C:18]1[CH:20]=[CH:21][C:15]([C:13]2[N:12]=[C:11]3[N:22]([CH:25]4[CH2:26][CH2:27][N:28]([CH2:31][C:32]([F:34])([F:35])[F:33])[CH2:29][CH2:30]4)[N:23]=[CH:24][C:10]3=[C:9]([N:3]3[CH2:4][CH:5]4[O:8][CH:1]([CH2:7][CH2:6]4)[CH2:2]3)[N:14]=2)=[CH:16][CH:17]=1)=[O:46]. The catalyst class is: 489. (6) Reactant: [NH2:1][C:2]1[CH:7]=[CH:6][C:5](N)=[CH:4][C:3]=1[S:9]([NH2:12])(=[O:11])=[O:10].[N:13]1C=CC=CC=1.[CH3:19][S:20](Cl)(=[O:22])=[O:21]. Product: [NH2:1][C:2]1[CH:7]=[C:6]([NH:13][S:20]([CH3:19])(=[O:22])=[O:21])[CH:5]=[CH:4][C:3]=1[S:9]([NH2:12])(=[O:11])=[O:10]. The catalyst class is: 4. (7) Reactant: [Br:1][C:2]1[CH:7]=[CH:6][C:5]([OH:8])=[CH:4][C:3]=1[F:9].O1CCC[CH2:11]1.[OH-].[K+].CI. Product: [Br:1][C:2]1[CH:7]=[CH:6][C:5]([O:8][CH3:11])=[CH:4][C:3]=1[F:9]. The catalyst class is: 25.